This data is from Full USPTO retrosynthesis dataset with 1.9M reactions from patents (1976-2016). The task is: Predict the reactants needed to synthesize the given product. (1) Given the product [Cl:5][C:6]1[CH:11]=[CH:10][C:9]([C:12]2[N:16]([CH2:17][C@H:18]([OH:23])[C:19]([F:20])([F:21])[F:22])[C:15](=[O:24])[N:14]([CH2:25][C:26]3[N:34]=[C:33]([CH2:32][OH:31])[NH:29][N:28]=3)[N:13]=2)=[CH:8][CH:7]=1, predict the reactants needed to synthesize it. The reactants are: [O-]CC.[Na+].[Cl:5][C:6]1[CH:11]=[CH:10][C:9]([C:12]2[N:16]([CH2:17][C@H:18]([OH:23])[C:19]([F:22])([F:21])[F:20])[C:15](=[O:24])[N:14]([CH2:25][C:26]([NH:28][NH2:29])=O)[N:13]=2)=[CH:8][CH:7]=1.Cl.[OH:31][CH2:32][C:33](N)=[NH:34]. (2) Given the product [F:29][C:28]([F:31])([F:30])[C:20]1[CH:19]=[C:18]([C@H:17]([O:16][C@@H:10]2[CH2:11][CH2:12][C@@H:13]3[NH:8][C@@:9]2([C:33]2[CH:34]=[CH:35][CH:36]=[CH:37][CH:38]=2)[CH2:15][CH2:14]3)[CH3:39])[CH:23]=[C:22]([C:24]([F:27])([F:25])[F:26])[CH:21]=1, predict the reactants needed to synthesize it. The reactants are: C([N:8]1[C@@H:13]2[CH2:14][CH2:15][C@@:9]1([C:33]1[CH:38]=[CH:37][CH:36]=[CH:35][CH:34]=1)[C@H:10]([O:16][C:17](=O)[C:18]1[CH:23]=[C:22]([C:24]([F:27])([F:26])[F:25])[CH:21]=[C:20]([C:28]([F:31])([F:30])[F:29])[CH:19]=1)[CH2:11][CH2:12]2)C1C=CC=CC=1.[C:39]([O-])([O-])=O.[Na+].[Na+].CO.O.C(OCC)(=O)C. (3) Given the product [C:31]([C:28]([C:24]1[CH:23]=[C:22]([CH:27]=[CH:26][CH:25]=1)[C:21]([NH:20][C:14]1[CH:15]=[CH:16][C:17]([O:18][CH3:19])=[C:12]([O:11][C:9]2[CH:8]=[CH:7][C:5]3[N:6]=[C:2]([NH:1][C:38](=[O:37])[CH2:39][OH:40])[S:3][C:4]=3[CH:10]=2)[CH:13]=1)=[O:33])([CH3:30])[CH3:29])#[N:32], predict the reactants needed to synthesize it. The reactants are: [NH2:1][C:2]1[S:3][C:4]2[CH:10]=[C:9]([O:11][C:12]3[CH:13]=[C:14]([NH:20][C:21](=[O:33])[C:22]4[CH:27]=[CH:26][CH:25]=[C:24]([C:28]([C:31]#[N:32])([CH3:30])[CH3:29])[CH:23]=4)[CH:15]=[CH:16][C:17]=3[O:18][CH3:19])[CH:8]=[CH:7][C:5]=2[N:6]=1.C([O:37][CH2:38][C:39](Cl)=[O:40])(=O)C. (4) Given the product [F:24][C:17]1[CH:16]=[C:15]([C:13]2[CH2:12][O:9][C:8](=[O:10])[C:7]=2[C:1]2[CH:6]=[CH:5][CH:4]=[CH:3][CH:2]=2)[CH:20]=[C:19]([F:21])[C:18]=1[S:22][CH3:23], predict the reactants needed to synthesize it. The reactants are: [C:1]1([CH2:7][C:8]([OH:10])=[O:9])[CH:6]=[CH:5][CH:4]=[CH:3][CH:2]=1.Br[CH2:12][C:13]([C:15]1[CH:20]=[C:19]([F:21])[C:18]([S:22][CH3:23])=[C:17]([F:24])[CH:16]=1)=O.C(N(C(C)C)CC)(C)C.N12CCCN=C1CCCCC2.Cl.